This data is from Experimentally validated miRNA-target interactions with 360,000+ pairs, plus equal number of negative samples. The task is: Binary Classification. Given a miRNA mature sequence and a target amino acid sequence, predict their likelihood of interaction. (1) The miRNA is hsa-miR-324-3p with sequence CCCACUGCCCCAGGUGCUGCUGG. The protein sequence of the target gene is MINAQELLTLEDVTVEFTWEEWQLLGPFQKDLYRDVMLEIYSNLLSMGYQVSKPDALSKLERGEEPWTMEDERHSRICPENNEVDDHLQDHLENQRMLKSVEQYHEHNAFGNTASQTKSLCLFRENHDTFELYIKTLKSNLSLVNQNKSCEINNSTKFSGDGKSFLHGNYEELYSAAKFSVSTKANSTKSQVSKHQRTHEIEKNHVCSECGKAFVKKSQLTDHERVHTGEKPYGCTLCAKVFSRKSRLNEHQRIHKREKSFICSECGKVFTMKSRLIEHQRTHTGEKPYICNECGKGFPG.... Result: 1 (interaction). (2) The miRNA is hsa-miR-6072 with sequence UCCUCAUCACACUGCACCUUAG. The protein sequence of the target gene is MSDAGGGKKPPVDPQAGPGPGPGRAAGERGLSGSFPLVLKKLMENPPREARLDKEKGKEKLEEDEAAAASTMAVSASLMPPIWDKTIPYDGESFHLEYMDLDEFLLENGIPASPTHLAHNLLLPVAELEGKESASSSTASPPSSSTAIFQPSETVSSTESSLEKERETPSPIDPNCVEVDVNFNPDPADLVLSSVPGGELFNPRKHKFAEEDLKPQPMIKKAKKVFVPDEQKDEKYWTRRKKNNVAAKRSRDARRLKENQITIRAAFLEKENTALRTEVAELRKEVGKCKTIVSKYETKY.... Result: 0 (no interaction). (3) The miRNA is cel-miR-36-3p with sequence UCACCGGGUGAAAAUUCGCAUG. The protein sequence of the target gene is MATTATCTRFTDDYQLFEELGKGAFSVVRRCVKKTSTQEYAAKIINTKKLSARDHQKLEREARICRLLKHPNIVRLHDSISEEGFHYLVFDLVTGGELFEDIVAREYYSEADASHCIHQILESVNHIHQHDIVHRDLKPENLLLASKCKGAAVKLADFGLAIEVQGEQQAWFGFAGTPGYLSPEVLRKDPYGKPVDIWACGVILYILLVGYPPFWDEDQHKLYQQIKAGAYDFPSPEWDTVTPEAKNLINQMLTINPAKRITADQALKHPWVCQRSTVASMMHRQETVECLRKFNARRKL.... Result: 0 (no interaction). (4) The miRNA is hsa-miR-6076 with sequence AGCAUGACAGAGGAGAGGUGG. The protein sequence of the target gene is MSGLLTDPEQRAQEPRYPGFVLGLDVGSSVIRCHVYDRAARVCGSSVQKVENLYPQIGWVEIDPDVLWIQFVAVIKEAVKAAGIQMNQIVGLGISTQRATFITWNKKTGNHFHNFISWQDLRAVELVKSWNNSLLMKIFHSSCRVLHFFTRSKRLFTASLFTFTTQQTSLRLVWILQNLTEVQKAVEEENCCFGTIDTWLLYKLTKGSVYATDFSNASTTGLFDPYKMCWSGMITSLISIPLSLLPPVRDTSHNFGSVDEEIFGVPIPIVALVADQQSAMFGECCFQTGDVKLTMGTGTF.... Result: 1 (interaction). (5) Result: 0 (no interaction). The miRNA is hsa-miR-5091 with sequence ACGGAGACGACAAGACUGUGCUG. The protein sequence of the target gene is MSGSSGGAAAPAASSGPAAAASAAGSGCGGGAGEGAEEAAKDLADIAAFFRSGFRKNDEMKAMDVLPILKEKVAYLSGGRDKRGGPILTFPARSNHDRIRQEDLRRLISYLACIPSEEVCKRGFTVIVDMRGSKWDSIKPLLKILQESFPCCIHVALIIKPDNFWQKQRTNFGSSKFEFETNMVSLEGLTKVVDPSQLTPEFDGCLEYNHEEWIEIRVAFEDYISNATHMLSRLEELQDILAKKELPQDLEGARNMIEEHSQLKKKVIKAPIEDLDLEGQKLLQRIQSSESFPKKNSGSG.... (6) The miRNA is mmu-miR-764-3p with sequence AGGAGGCCAUAGUGGCAACUGU. The protein sequence of the target gene is MKEKSKNAARTRREKENSEFYELAKLLPLPSAITSQLDKASIIRLTTSYLKMRVVFPEGLGEAWGHSSRTSPLDNVGRELGSHLLQTLDGFIFVVAPDGKIMYISETASVHLGLSQVELTGNSIYEYIHPADHDEMTAVLTAHQPYHSHFVQEYEIERSFFLRMKCVLAKRNAGLTCGGYKVIHCSGYLKIRQYSLDMSPFDGCYQNVGLVAVGHSLPPSAVTEIKLHSNMFMFRASLDMKLIFLDSRVAELTGYEPQDLIEKTLYHHVHGCDTFHLRCAHHLLLVKGQVTTKYYRFLAK.... Result: 0 (no interaction). (7) The miRNA is cel-miR-241-5p with sequence UGAGGUAGGUGCGAGAAAUGA. The protein sequence of the target gene is MAVSLDDDVPLILTLDEAESAPLPPSNSLGQEQLPSKNGGSHSIHNSQVPSLVSGADSPPSSPTGHNWEMNYQEAAIYLQEGQNNDKFFTHPKDARALAAYLFVHNHFFYMMELLTALLLLLLSLCESPAVPVLKLHTYVHATLELFALMVVVFELCMKLRWLGFHTFVRHKRTMVKTSVLVVQFIEAIVVLVRQTSHVRVTRALRCIFLVDCRYCGGVRRNLRQIFQSLPPFMDILLLLLFFMIIFAILGFYLFSTNPSDPYFSTLENSIVNLFVLLTTANFPDVMMPSYSRNPWSCVF.... Result: 0 (no interaction).